From a dataset of Drug-target binding data from BindingDB using IC50 measurements. Regression. Given a target protein amino acid sequence and a drug SMILES string, predict the binding affinity score between them. We predict pIC50 (pIC50 = -log10(IC50 in M); higher means more potent). Dataset: bindingdb_ic50. The drug is O=C(O)c1cccc(-c2ccc(-c3cn(C(=O)N4CCCCC4Cc4ccccc4)nn3)cc2)c1. The target protein sequence is MDLDVVNMFVIAGGTLAIPILAFVASFLLWPSALIRIYYWYWRRTLGMQVRYAHHEDYQFCYSFRGRPGHKPSILMLHGFSAHKDMWLSVVKFLPKNLHLVCVDMPGHEGTTRSSLDDLSIVGQVKRIHQFVECLKLNKKPFHLIGTSMGGHVAGVYAAYYPSDVCSLSLVCPAGLQYSTDNPFVQRLKELEESAAIQKIPLIPSTPEEMSEMLQLCSYVRFKVPQQILQGLVDVRIPHNSFYRKLFLEIVNEKSRYSLHENMDKIKVPTQIIWGKQDQVLDVSGADILAKSISNSQVEVLENCGHSVVMERPRKTAKLIVDFLASVHNTDNKKLN. The pIC50 is 9.5.